Predict the product of the given reaction. From a dataset of Forward reaction prediction with 1.9M reactions from USPTO patents (1976-2016). (1) Given the reactants Br[C:2]1[CH:7]=[CH:6][C:5]([O:8][CH3:9])=[C:4]([O:10][CH2:11][CH3:12])[CH:3]=1.C([Li])CCC.[CH2:18]([O:25][C:26]1[CH:27]=[C:28]([CH:31]=[CH:32][C:33]=1[O:34][CH3:35])[CH:29]=[O:30])[C:19]1[CH:24]=[CH:23][CH:22]=[CH:21][CH:20]=1.C(O)(C)C, predict the reaction product. The product is: [CH2:18]([O:25][C:26]1[CH:27]=[C:28]([CH:29]([C:2]2[CH:7]=[CH:6][C:5]([O:8][CH3:9])=[C:4]([O:10][CH2:11][CH3:12])[CH:3]=2)[OH:30])[CH:31]=[CH:32][C:33]=1[O:34][CH3:35])[C:19]1[CH:20]=[CH:21][CH:22]=[CH:23][CH:24]=1. (2) Given the reactants Br[C:2]1[CH:7]=[CH:6][C:5]([Br:8])=[CH:4][CH:3]=1.[Li]CCCC.CON(C)[C:17]([CH:19]1[CH2:23][CH2:22][N:21]([C:24]2[N:29]=[CH:28][CH:27]=[CH:26][N:25]=2)[CH2:20]1)=[O:18].CCOC(C)=O, predict the reaction product. The product is: [Br:8][C:5]1[CH:6]=[CH:7][C:2]([C:17]([CH:19]2[CH2:23][CH2:22][N:21]([C:24]3[N:25]=[CH:26][CH:27]=[CH:28][N:29]=3)[CH2:20]2)=[O:18])=[CH:3][CH:4]=1. (3) Given the reactants O=[C:2]([C:14]1[CH:19]=[CH:18][CH:17]=[CH:16][CH:15]=1)[CH2:3][CH2:4][C:5]([O:7][CH:8]1[CH2:13][CH2:12][CH2:11][CH2:10][CH2:9]1)=O.COC1C=CC(P2(SP(C3C=CC(OC)=CC=3)(=S)S2)=[S:29])=CC=1, predict the reaction product. The product is: [CH:8]1([O:7][C:5]2[S:29][C:2]([C:14]3[CH:19]=[CH:18][CH:17]=[CH:16][CH:15]=3)=[CH:3][CH:4]=2)[CH2:13][CH2:12][CH2:11][CH2:10][CH2:9]1. (4) Given the reactants [Li][CH2:2]CCC.C(NC(C)C)(C)C.C[Si](C=[N+]=[N-])(C)C.[Cl:20][C:21]1[CH:22]=[N:23][C:24]([N:27]2[CH2:32][CH2:31][CH:30]([C@H:33]([CH3:37])[CH2:34][CH:35]=O)[CH2:29][CH2:28]2)=[N:25][CH:26]=1, predict the reaction product. The product is: [Cl:20][C:21]1[CH:22]=[N:23][C:24]([N:27]2[CH2:32][CH2:31][CH:30]([C@H:33]([CH3:37])[CH2:34][C:35]#[CH:2])[CH2:29][CH2:28]2)=[N:25][CH:26]=1. (5) Given the reactants O[C:2]1[CH:3]=[CH:4][CH:5]=[C:6]([C:8]2[N:12]([C:13]3[CH:18]=[CH:17][C:16]([O:19][CH3:20])=[CH:15][CH:14]=3)[N:11]=[C:10]([C:21]([F:24])([F:23])[F:22])[C:9]=2[CH3:25])[CH:7]=1.Br[CH2:27][CH2:28][O:29][Si:30]([C:33]([CH3:36])([CH3:35])[CH3:34])([CH3:32])[CH3:31].[H-].[Na+].CN(C=[O:43])C, predict the reaction product. The product is: [Si:30]([O:29][CH2:28][CH2:27][O:43][C:3]1[CH:2]=[CH:7][C:6]([C:8]2[N:12]([C:13]3[CH:18]=[CH:17][C:16]([O:19][CH3:20])=[CH:15][CH:14]=3)[N:11]=[C:10]([C:21]([F:23])([F:22])[F:24])[C:9]=2[CH3:25])=[CH:5][CH:4]=1)([C:33]([CH3:36])([CH3:35])[CH3:34])([CH3:32])[CH3:31]. (6) Given the reactants [C:1]([O:5][C:6]([NH:8][C@@H:9]([CH:24]1[CH2:29][CH2:28][CH2:27][CH2:26][CH2:25]1)[C:10]([N:12]1[C:16]2=[N:17][CH:18]=[CH:19][CH:20]=[C:15]2[CH2:14][CH:13]1[C:21](O)=[O:22])=[O:11])=[O:7])([CH3:4])([CH3:3])[CH3:2].CN(C(ON1N=NC2C=CC=NC1=2)=[N+](C)C)C.F[P-](F)(F)(F)(F)F.C(N(CC)CC)C.[NH2:61][C:62]1[CH:67]=[CH:66][CH:65]=[CH:64][CH:63]=1, predict the reaction product. The product is: [CH:24]1([C@H:9]([NH:8][C:6](=[O:7])[O:5][C:1]([CH3:4])([CH3:3])[CH3:2])[C:10](=[O:11])[N:12]2[C:16]3=[N:17][CH:18]=[CH:19][CH:20]=[C:15]3[CH2:14][C@@H:13]2[C:21](=[O:22])[NH:61][C:62]2[CH:67]=[CH:66][CH:65]=[CH:64][CH:63]=2)[CH2:29][CH2:28][CH2:27][CH2:26][CH2:25]1. (7) Given the reactants [Cl:1][C:2]1[CH:7]=[C:6]([Cl:8])[CH:5]=[CH:4][C:3]=1[OH:9].[Cl:10][C:11]1[C:12](F)=[CH:13][C:14]2[O:19][CH:18]([C:20]([F:23])([F:22])[F:21])[C:17]([C:24]([O:26]CC)=[O:25])=[CH:16][C:15]=2[CH:29]=1, predict the reaction product. The product is: [Cl:10][C:11]1[C:12]([O:9][C:3]2[CH:4]=[CH:5][C:6]([Cl:8])=[CH:7][C:2]=2[Cl:1])=[CH:13][C:14]2[O:19][CH:18]([C:20]([F:22])([F:21])[F:23])[C:17]([C:24]([OH:26])=[O:25])=[CH:16][C:15]=2[CH:29]=1.